Dataset: Full USPTO retrosynthesis dataset with 1.9M reactions from patents (1976-2016). Task: Predict the reactants needed to synthesize the given product. Given the product [CH3:33][O:32][C:30]1[CH:31]=[C:26]([NH:25][C:21]2[N:20]=[CH:19][N:24]=[C:23]([C:3]3[C:4]4[C:9](=[CH:8][CH:7]=[CH:6][CH:5]=4)[NH:1][C:2]=3[OH:10])[N:22]=2)[CH:27]=[C:28]([O:36][CH3:37])[C:29]=1[O:34][CH3:35], predict the reactants needed to synthesize it. The reactants are: [NH:1]1[C:9]2[C:4](=[CH:5][CH:6]=[CH:7][CH:8]=2)[CH2:3][C:2]1=[O:10].CN(C=O)C.[H-].[Na+].Cl[C:19]1[N:24]=[CH:23][N:22]=[C:21]([NH:25][C:26]2[CH:31]=[C:30]([O:32][CH3:33])[C:29]([O:34][CH3:35])=[C:28]([O:36][CH3:37])[CH:27]=2)[N:20]=1.